The task is: Predict the reaction yield, written as a fraction of the theoretical maximum amount of product (1.0 means a 100% yield; for example, 0.34 means a 34% yield).. This data is from Reaction yield outcomes from USPTO patents with 853,638 reactions. (1) The reactants are [Br:1][C:2]1[CH:26]=[N:25][C:5]2=[N:6][C:7]([N:12]3[CH2:15][CH:14]([N:16]([CH3:24])[C:17](=[O:23])[O:18][C:19]([CH3:22])([CH3:21])[CH3:20])[CH2:13]3)=[C:8]([NH:10][NH2:11])[N:9]=[C:4]2[C:3]=1[CH3:27].[CH:28](OC)(OC)OC. No catalyst specified. The product is [Br:1][C:2]1[CH:26]=[N:25][C:5]2[N:6]=[C:7]([N:12]3[CH2:15][CH:14]([N:16]([CH3:24])[C:17](=[O:23])[O:18][C:19]([CH3:20])([CH3:21])[CH3:22])[CH2:13]3)[C:8]3[N:9]([CH:28]=[N:11][N:10]=3)[C:4]=2[C:3]=1[CH3:27]. The yield is 0.450. (2) The reactants are [F:1][C:2]1[CH:3]=[C:4]([N+:9]([O-:11])=[O:10])[CH:5]=[CH:6][C:7]=1F.C(=O)([O-])[O-].[K+].[K+].[CH3:18][NH:19][CH2:20][CH2:21][OH:22]. The catalyst is CS(C)=O. The product is [F:1][C:2]1[CH:3]=[C:4]([N+:9]([O-:11])=[O:10])[CH:5]=[CH:6][C:7]=1[N:19]([CH3:18])[CH2:20][CH2:21][OH:22]. The yield is 0.990.